From a dataset of Full USPTO retrosynthesis dataset with 1.9M reactions from patents (1976-2016). Predict the reactants needed to synthesize the given product. (1) The reactants are: Br[C:2]1[CH:3]=[C:4]([N:13]([C@H:16]2[CH2:21][CH2:20][C@H:19]([N:22]([CH3:24])[CH3:23])[CH2:18][CH2:17]2)[CH2:14][CH3:15])[C:5]([CH3:12])=[C:6]([CH:11]=1)[C:7]([O:9][CH3:10])=[O:8].[CH2:25]([N:28]1[CH2:33][CH2:32][O:31][CH2:30][CH2:29]1)[C:26]#[CH:27].C(N(CC)CC)C. Given the product [CH3:23][N:22]([CH3:24])[C@H:19]1[CH2:20][CH2:21][C@H:16]([N:13]([CH2:14][CH3:15])[C:4]2[C:5]([CH3:12])=[C:6]([CH:11]=[C:2]([C:27]#[C:26][CH2:25][N:28]3[CH2:33][CH2:32][O:31][CH2:30][CH2:29]3)[CH:3]=2)[C:7]([O:9][CH3:10])=[O:8])[CH2:17][CH2:18]1, predict the reactants needed to synthesize it. (2) Given the product [CH3:53][C:54]([CH3:61])([CH2:58][C:57](=[O:59])[O:1][C@H:2]1[CH2:19][CH2:18][C@@:17]2([CH3:20])[C@@H:4]([CH2:5][CH2:6][C@:7]3([CH3:44])[C@@H:16]2[CH2:15][CH2:14][C@H:13]2[C@@:8]3([CH3:43])[CH2:9][CH2:10][C@@:11]3([C:27](=[O:28])[NH:29][C@@H:30]4[CH2:34][CH2:33][C@H:32]([CH2:35][N:36]5[CH2:41][CH2:40][CH2:39][CH:38]([CH3:42])[CH2:37]5)[CH2:31]4)[CH2:23][CH2:22][C@@H:21]([C:24]([CH3:26])=[CH2:25])[C@@H:12]32)[C:3]1([CH3:45])[CH3:46])[C:55]([OH:60])=[O:56], predict the reactants needed to synthesize it. The reactants are: [OH:1][C@H:2]1[CH2:19][CH2:18][C@@:17]2([CH3:20])[C@@H:4]([CH2:5][CH2:6][C@:7]3([CH3:44])[C@@H:16]2[CH2:15][CH2:14][C@H:13]2[C@@:8]3([CH3:43])[CH2:9][CH2:10][C@@:11]3([C:27]([NH:29][C@@H:30]4[CH2:34][CH2:33][C@H:32]([CH2:35][N:36]5[CH2:41][CH2:40][CH2:39][CH:38]([CH3:42])[CH2:37]5)[CH2:31]4)=[O:28])[CH2:23][CH2:22][C@@H:21]([C:24]([CH3:26])=[CH2:25])[C@@H:12]32)[C:3]1([CH3:46])[CH3:45].N1C=CC=CC=1.[CH3:53][C:54]1([CH3:61])[CH2:58][C:57](=[O:59])[O:56][C:55]1=[O:60]. (3) Given the product [C:1]([O:5][C:6](=[O:18])[NH:7][C:8]([CH3:9])([CH:10]1[CH2:15][CH2:14][CH:13]([OH:16])[CH2:12][CH2:11]1)[CH3:17])([CH3:2])([CH3:3])[CH3:4], predict the reactants needed to synthesize it. The reactants are: [C:1]([O:5][C:6](=[O:18])[NH:7][C:8]([CH3:17])([CH:10]1[CH2:15][CH2:14][C:13](=[O:16])[CH2:12][CH2:11]1)[CH3:9])([CH3:4])([CH3:3])[CH3:2].[BH4-].[Na+]. (4) Given the product [CH2:22]([C@@:15]1([CH2:20][CH3:21])[NH:14][C@H:13]([C:26]2[CH:27]=[CH:28][CH:29]=[CH:30][CH:31]=2)[C:12]2[CH:32]=[C:33]([O:34][CH3:35])[C:9]([CH2:8][CH2:7][CH2:6][NH:42][CH2:43][CH2:44][S:45]([OH:48])(=[O:47])=[O:46])=[CH:10][C:11]=2[S:17](=[O:19])(=[O:18])[CH2:16]1)[CH2:23][CH2:24][CH3:25], predict the reactants needed to synthesize it. The reactants are: CS(O[CH2:6][CH2:7][CH2:8][C:9]1[C:33]([O:34][CH3:35])=[CH:32][C:12]2[C@@H:13]([C:26]3[CH:31]=[CH:30][CH:29]=[CH:28][CH:27]=3)[NH:14][C@@:15]([CH2:22][CH2:23][CH2:24][CH3:25])([CH2:20][CH3:21])[CH2:16][S:17](=[O:19])(=[O:18])[C:11]=2[CH:10]=1)(=O)=O.C(=O)([O-])[O-].[K+].[K+].[NH2:42][CH2:43][CH2:44][S:45]([OH:48])(=[O:47])=[O:46].Cl. (5) The reactants are: [Si:1]([O:8][CH2:9][CH:10]([OH:13])[C:11]#[CH:12])([C:4]([CH3:7])([CH3:6])[CH3:5])([CH3:3])[CH3:2].Br[C:15]#[C:16][C:17]1[CH:41]=[CH:40][C:20]([C:21]([NH:23][C@@H:24]([C:29]([NH:32][C:33]([O:35][C:36]([CH3:39])([CH3:38])[CH3:37])=[O:34])([CH3:31])[CH3:30])[C:25]([O:27][CH3:28])=[O:26])=[O:22])=[CH:19][CH:18]=1. Given the product [C:36]([O:35][C:33]([NH:32][C:29]([CH3:31])([CH3:30])[C@H:24]([NH:23][C:21](=[O:22])[C:20]1[CH:40]=[CH:41][C:17]([C:16]#[C:15][C:12]#[C:11][CH:10]([OH:13])[CH2:9][O:8][Si:1]([C:4]([CH3:7])([CH3:6])[CH3:5])([CH3:3])[CH3:2])=[CH:18][CH:19]=1)[C:25]([O:27][CH3:28])=[O:26])=[O:34])([CH3:39])([CH3:38])[CH3:37], predict the reactants needed to synthesize it. (6) Given the product [ClH:18].[ClH:29].[NH:20]1[C:21]2[CH:27]=[CH:26][CH:25]=[CH:24][C:22]=2[N:23]=[C:19]1[C@H:10]([NH2:9])[CH2:11][C:12]1[CH:17]=[CH:16][C:15]([Cl:18])=[CH:14][CH:13]=1, predict the reactants needed to synthesize it. The reactants are: N#N.C(OC(=O)[NH:9][C@@H:10]([C:19]1[NH:23][C:22]2[CH:24]=[CH:25][CH:26]=[CH:27][C:21]=2[N:20]=1)[CH2:11][C:12]1[CH:17]=[CH:16][C:15]([Cl:18])=[CH:14][CH:13]=1)(C)(C)C.[ClH:29]. (7) The reactants are: Cl[C:2]1[CH:7]=[C:6]([N:8]2[CH2:13][CH2:12][N:11]([CH2:14][C:15]3[CH:16]=[C:17]([C:26]([O:28][CH2:29][CH3:30])=[O:27])[C:18](=[O:25])[N:19]4[C:24]=3[CH:23]=[CH:22][CH:21]=[CH:20]4)[CH2:10][CH2:9]2)[CH:5]=[CH:4][N:3]=1.[CH:31]([B-](F)(F)F)=[CH2:32].[K+].C(=O)([O-])[O-].[Cs+].[Cs+]. Given the product [O:25]=[C:18]1[N:19]2[C:24]([CH:23]=[CH:22][CH:21]=[CH:20]2)=[C:15]([CH2:14][N:11]2[CH2:12][CH2:13][N:8]([C:6]3[CH:5]=[CH:4][N:3]=[C:2]([CH:31]=[CH2:32])[CH:7]=3)[CH2:9][CH2:10]2)[CH:16]=[C:17]1[C:26]([O:28][CH2:29][CH3:30])=[O:27], predict the reactants needed to synthesize it. (8) Given the product [C:26]([O:29][C:30](=[O:31])[O:19][CH2:18][C@@H:10]1[C@H:11]([CH2:13][N:14]([C:20]([O:23][C:2]([CH3:7])([CH3:3])[CH3:1])=[O:22])[CH:15]([CH3:16])[CH3:17])[CH2:12][N:8]([CH2:1][C:2]2[CH:3]=[CH:4][CH:5]=[CH:6][CH:7]=2)[CH2:9]1)([CH3:28])([CH3:27])[CH3:25], predict the reactants needed to synthesize it. The reactants are: [CH2:1]([N:8]1[CH2:12][C@@H:11]([CH2:13][NH:14][CH:15]([CH3:17])[CH3:16])[C@@H:10]([CH2:18][OH:19])[CH2:9]1)[C:2]1[CH:7]=[CH:6][CH:5]=[CH:4][CH:3]=1.[C:20]([O-:23])([OH:22])=O.[Na+].[CH3:25][C:26]([O:29][C:30](O[C:30]([O:29][C:26]([CH3:28])([CH3:27])[CH3:25])=[O:31])=[O:31])([CH3:28])[CH3:27]. (9) The reactants are: [C:1]([O:5][C:6]([N:8]1[CH2:11][C:10]([OH:13])([CH3:12])[CH2:9]1)=[O:7])([CH3:4])([CH3:3])[CH3:2].[Br:14][C:15]1[CH:16]=[CH:17][C:18]([O:22][CH2:23][C:24]2[CH:29]=[CH:28][CH:27]=[C:26]([Cl:30])[CH:25]=2)=[C:19]([OH:21])[CH:20]=1.C(C=P(CCCC)(CCCC)CCCC)#N. Given the product [C:6]([N:8]1[CH2:11][C:10]([CH2:12][O:21][C:19]2[CH:20]=[C:15]([Br:14])[CH:16]=[CH:17][C:18]=2[O:22][CH2:23][C:24]2[CH:29]=[CH:28][CH:27]=[C:26]([Cl:30])[CH:25]=2)([OH:13])[CH2:9]1)([O:5][C:1]([CH3:4])([CH3:2])[CH3:3])=[O:7], predict the reactants needed to synthesize it.